From a dataset of Reaction yield outcomes from USPTO patents with 853,638 reactions. Predict the reaction yield, written as a fraction of the theoretical maximum amount of product (1.0 means a 100% yield; for example, 0.34 means a 34% yield). (1) The reactants are Cl[C:2]1[CH:3]=[CH:4][C:5]2[N:11]3[CH2:12][C@H:8]([CH2:9][CH2:10]3)[N:7]([C:13]([NH:15][C:16]3[CH:21]=[CH:20][CH:19]=[CH:18][N:17]=3)=[O:14])[C:6]=2[N:22]=1.[OH:23][C:24]1[CH:25]=[C:26](B(O)O)[CH:27]=[CH:28][CH:29]=1.C1(P(C2CCCCC2)C2C=CC=CC=2C2C(C(C)C)=CC(C(C)C)=CC=2C(C)C)CCCCC1.C([O-])([O-])=O.[Cs+].[Cs+]. The catalyst is O1CCOCC1.O.CC([O-])=O.CC([O-])=O.[Pd+2]. The product is [OH:23][C:24]1[CH:29]=[C:28]([C:2]2[CH:3]=[CH:4][C:5]3[N:11]4[CH2:12][C@H:8]([CH2:9][CH2:10]4)[N:7]([C:13]([NH:15][C:16]4[CH:21]=[CH:20][CH:19]=[CH:18][N:17]=4)=[O:14])[C:6]=3[N:22]=2)[CH:27]=[CH:26][CH:25]=1. The yield is 0.610. (2) The reactants are [C:1]1(C([O-])=O)[CH:6]=[C:5]([CH3:7])[CH:4]=[C:3]([CH3:8])[CH:2]=1.[NH2:12][N+:13]1[CH:18]=[CH:17][N:16]=[C:15]([Cl:19])[C:14]=1[NH2:20].[CH:21]([N:24](C(C)C)CC)(C)C.CCN=C=NCCCN(C)C.Cl. The catalyst is ClCCl.CN(C)C=O. The product is [Cl:19][C:15]1[C:14]2[N:13]([N:12]=[C:21]([NH:24][C:1]3[CH:2]=[C:3]([CH3:8])[CH:4]=[C:5]([CH3:7])[CH:6]=3)[N:20]=2)[CH:18]=[CH:17][N:16]=1. The yield is 0.750. (3) The reactants are [CH3:1][O:2][CH2:3]/[CH:4]=[CH:5]/[C:6]1[C:10]2[CH:11]=[N:12][C:13]([NH:15][C:16]([NH:18][C@@H:19]([C:21]3[CH:26]=[CH:25][CH:24]=[CH:23][CH:22]=3)[CH3:20])=[O:17])=[CH:14][C:9]=2[N:8](C(C2C=CC=CC=2)(C2C=CC=CC=2)C2C=CC=CC=2)[N:7]=1.C(O)(C(F)(F)F)=O. The catalyst is C(Cl)Cl.C([SiH](CC)CC)C. The product is [CH3:1][O:2][CH2:3][CH2:4][CH2:5][C:6]1[C:10]2[CH:11]=[N:12][C:13]([NH:15][C:16]([NH:18][C@@H:19]([C:21]3[CH:26]=[CH:25][CH:24]=[CH:23][CH:22]=3)[CH3:20])=[O:17])=[CH:14][C:9]=2[NH:8][N:7]=1. The yield is 0.190. (4) The reactants are [N:1]1[C:10]2[C:9](=O)[CH2:8][CH2:7][CH2:6][C:5]=2[CH:4]=[CH:3][CH:2]=1.[CH:12]1([NH2:15])[CH2:14][CH2:13]1.C(O)(=O)C.C(O[BH-](OC(=O)C)OC(=O)C)(=O)C.[Na+]. The catalyst is ClC(Cl)C.ClCCl. The product is [CH:12]1([NH:15][CH:9]2[C:10]3[N:1]=[CH:2][CH:3]=[CH:4][C:5]=3[CH2:6][CH2:7][CH2:8]2)[CH2:14][CH2:13]1. The yield is 1.00. (5) The reactants are [NH2:1][C:2]1[CH:3]=[C:4]2[C:8](=[CH:9][CH:10]=1)[NH:7][CH:6]=[C:5]2[CH2:11][CH2:12][N:13]([CH3:15])[CH3:14].[Cl:16][C:17]1[CH:30]=[CH:29][C:20]2[S:21][C:22]([S:25](Cl)(=[O:27])=[O:26])=[C:23]([CH3:24])[C:19]=2[CH:18]=1. The catalyst is N1C=CC=CC=1. The product is [CH3:15][N:13]([CH3:14])[CH2:12][CH2:11][C:5]1[C:4]2[C:8](=[CH:9][CH:10]=[C:2]([NH:1][S:25]([C:22]3[S:21][C:20]4[CH:29]=[CH:30][C:17]([Cl:16])=[CH:18][C:19]=4[C:23]=3[CH3:24])(=[O:27])=[O:26])[CH:3]=2)[NH:7][CH:6]=1. The yield is 0.820. (6) The reactants are C([O:4][C:5](=[O:75])[C@@H:6]([NH:25][C:26](=[O:74])[C:27]1[C:32]([F:33])=[CH:31][C:30]([CH2:34][NH:35][CH2:36][C:37]2[CH:42]=[C:41]([F:43])[C:40]([C:44](=[O:71])[NH:45][C@H:46]([C:65]([O:67]CCC)=[O:66])[CH2:47][C:48]3[CH:53]=[CH:52][C:51]([C:54]4[C:55](=[O:64])[N:56]([CH3:63])[C:57](=[O:62])[N:58]([CH3:61])[C:59]=4[CH3:60])=[CH:50][CH:49]=3)=[C:39]([F:72])[CH:38]=2)=[CH:29][C:28]=1[F:73])[CH2:7][C:8]1[CH:13]=[CH:12][C:11]([C:14]2[C:15](=[O:24])[N:16]([CH3:23])[C:17](=[O:22])[N:18]([CH3:21])[C:19]=2[CH3:20])=[CH:10][CH:9]=1)CC.C1COCC1.[Li+].[OH-]. The catalyst is O. The product is [F:73][C:28]1[CH:29]=[C:30]([CH:31]=[C:32]([F:33])[C:27]=1[C:26](=[O:74])[NH:25][C@H:6]([C:5]([OH:75])=[O:4])[CH2:7][C:8]1[CH:13]=[CH:12][C:11]([C:14]2[C:15](=[O:24])[N:16]([CH3:23])[C:17](=[O:22])[N:18]([CH3:21])[C:19]=2[CH3:20])=[CH:10][CH:9]=1)[CH2:34][NH:35][CH2:36][C:37]1[CH:42]=[C:41]([F:43])[C:40]([C:44]([NH:45][C@@H:46]([CH2:47][C:48]2[CH:53]=[CH:52][C:51]([C:54]3[C:55](=[O:64])[N:56]([CH3:63])[C:57](=[O:62])[N:58]([CH3:61])[C:59]=3[CH3:60])=[CH:50][CH:49]=2)[C:65]([OH:67])=[O:66])=[O:71])=[C:39]([F:72])[CH:38]=1. The yield is 0.750. (7) The reactants are [F-].C([N+](CCCC)(CCCC)CCCC)CCC.[Si]([O:26][CH2:27][CH2:28][NH:29][C:30]([CH:32]1[O:37][C:36]2[CH:38]=[CH:39][CH:40]=[CH:41][C:35]=2[N:34]([C:42]([C:44]2[S:45][CH:46]=[C:47]([CH2:50][N:51]([S:53]([C:56]3[CH:61]=[CH:60][C:59]([Cl:62])=[CH:58][CH:57]=3)(=[O:55])=[O:54])[CH3:52])[C:48]=2[Cl:49])=[O:43])[CH2:33]1)=[O:31])(C(C)(C)C)(C)C. The catalyst is C1COCC1.C(OCC)(=O)C. The product is [Cl:49][C:48]1[C:47]([CH2:50][N:51]([S:53]([C:56]2[CH:61]=[CH:60][C:59]([Cl:62])=[CH:58][CH:57]=2)(=[O:55])=[O:54])[CH3:52])=[CH:46][S:45][C:44]=1[C:42]([N:34]1[C:35]2[CH:41]=[CH:40][CH:39]=[CH:38][C:36]=2[O:37][CH:32]([C:30]([NH:29][CH2:28][CH2:27][OH:26])=[O:31])[CH2:33]1)=[O:43]. The yield is 0.460. (8) The reactants are [Cl:1][C:2]1[CH:3]=[C:4]([C:8]2[O:9][C:10](=O)[C:11]3[CH:17]=[CH:16][CH:15]=[N:14][C:12]=3[N:13]=2)[CH:5]=[N:6][CH:7]=1.[NH2:19][NH2:20]. The catalyst is C(O)(=O)C. The product is [NH2:19][N:20]1[C:10](=[O:9])[C:11]2[CH:17]=[CH:16][CH:15]=[N:14][C:12]=2[N:13]=[C:8]1[C:4]1[CH:5]=[N:6][CH:7]=[C:2]([Cl:1])[CH:3]=1. The yield is 0.380. (9) The yield is 0.120. The product is [F:1][C:2]1[CH:3]=[CH:4][C:5]([C:8]2[N:12]([CH2:13][CH:14]=[CH:15][C:16]3[CH:21]=[CH:20][C:19]([C:22]4[O:26][C:25]([CH:27]=[C:34]5[S:30][C:31](=[O:36])[NH:32][C:33]5=[O:35])=[CH:24][CH:23]=4)=[CH:18][CH:17]=3)[C:11](=[O:29])[NH:10][N:9]=2)=[CH:6][CH:7]=1. The catalyst is C(O)C. The reactants are [F:1][C:2]1[CH:7]=[CH:6][C:5]([C:8]2[N:12]([CH2:13][CH:14]=[CH:15][C:16]3[CH:21]=[CH:20][C:19]([C:22]4[O:26][C:25]([CH:27]=O)=[CH:24][CH:23]=4)=[CH:18][CH:17]=3)[C:11](=[O:29])[NH:10][N:9]=2)=[CH:4][CH:3]=1.[S:30]1[CH2:34][C:33](=[O:35])[NH:32][C:31]1=[O:36].N1CCCCC1. (10) The reactants are [N:1]1[CH:6]=[CH:5][CH:4]=[CH:3][C:2]=1[C:7](=[N:19][NH2:20])[CH2:8][C:9]1[C:18]2[C:13](=[CH:14][CH:15]=[CH:16][CH:17]=2)[N:12]=[CH:11][CH:10]=1.N1C=CC=CC=1.[Cl:27][CH2:28][CH2:29][CH2:30][CH2:31][CH2:32][C:33](Cl)=[O:34].[Cl-].[NH4+]. The catalyst is ClCCl.CO. The product is [N:1]1[CH:6]=[CH:5][CH:4]=[CH:3][C:2]=1[C:7](=[N:19][NH:20][C:33](=[O:34])[CH2:32][CH2:31][CH2:30][CH2:29][CH2:28][Cl:27])[CH2:8][C:9]1[C:18]2[C:13](=[CH:14][CH:15]=[CH:16][CH:17]=2)[N:12]=[CH:11][CH:10]=1. The yield is 1.00.